From a dataset of Full USPTO retrosynthesis dataset with 1.9M reactions from patents (1976-2016). Predict the reactants needed to synthesize the given product. Given the product [CH:1]1([C:4]2[CH:9]=[CH:8][N:7]=[CH:6][C:5]=2[N:10]2[CH2:14][CH2:13][N:12]([C:17]3[CH:22]=[CH:21][N:20]=[C:19]([C:23]([F:26])([F:25])[F:24])[CH:18]=3)[C:11]2=[O:15])[CH2:3][CH2:2]1, predict the reactants needed to synthesize it. The reactants are: [CH:1]1([C:4]2[CH:9]=[CH:8][N:7]=[CH:6][C:5]=2[N:10]2[CH2:14][CH2:13][NH:12][C:11]2=[O:15])[CH2:3][CH2:2]1.Br[C:17]1[CH:22]=[CH:21][N:20]=[C:19]([C:23]([F:26])([F:25])[F:24])[CH:18]=1.CN[C@@H]1CCCC[C@H]1NC.P([O-])([O-])([O-])=O.[K+].[K+].[K+].